Dataset: Catalyst prediction with 721,799 reactions and 888 catalyst types from USPTO. Task: Predict which catalyst facilitates the given reaction. (1) Reactant: C1C2C(COC([NH:18][C@@H:19]([C:43]3[CH:48]=[CH:47][CH:46]=[CH:45][CH:44]=3)[C:20]3[N:29]([CH2:30][CH2:31][CH2:32][NH:33][C:34](=[O:40])[O:35][C:36]([CH3:39])([CH3:38])[CH3:37])[C:28](=[O:41])[C:27]4[C:22](=[CH:23][CH:24]=[CH:25][C:26]=4[Cl:42])[N:21]=3)=O)C3C(=CC=CC=3)C=2C=CC=1.N1CCCCC1. Product: [NH2:18][C@@H:19]([C:43]1[CH:44]=[CH:45][CH:46]=[CH:47][CH:48]=1)[C:20]1[N:29]([CH2:30][CH2:31][CH2:32][NH:33][C:34](=[O:40])[O:35][C:36]([CH3:39])([CH3:38])[CH3:37])[C:28](=[O:41])[C:27]2[C:22](=[CH:23][CH:24]=[CH:25][C:26]=2[Cl:42])[N:21]=1. The catalyst class is: 173. (2) Reactant: Cl.[NH2:2][C@H:3]1[C@H:8]2[CH2:9][C@H:5]([CH2:6][CH2:7]2)[C@H:4]1[C:10]([O:12][CH3:13])=[O:11].C([O-])(=O)C.[Na+].[F:19][C:20]1[CH:21]=[C:22]([CH:25]=[CH:26][C:27]=1[F:28])[CH:23]=O.C([BH3-])#N.[Na+].C(=O)(O)[O-].[Na+]. Product: [F:19][C:20]1[CH:21]=[C:22]([CH:25]=[CH:26][C:27]=1[F:28])[CH2:23][NH:2][C@H:3]1[C@H:8]2[CH2:9][C@H:5]([CH2:6][CH2:7]2)[C@H:4]1[C:10]([O:12][CH3:13])=[O:11]. The catalyst class is: 125. (3) Product: [NH2:10][C:3]1[CH:4]=[C:5]([CH:8]=[CH:9][C:2]=1[F:1])[C:6]#[N:7]. Reactant: [F:1][C:2]1[CH:9]=[CH:8][C:5]([C:6]#[N:7])=[CH:4][C:3]=1[N+:10]([O-])=O.[Cl-].[NH4+].C(O)C.O. The catalyst class is: 292. (4) Reactant: [Cl:1][C:2]1[CH:3]=[CH:4][C:5]2[S:9][C:8](=[O:10])[NH:7][C:6]=2[CH:11]=1.[C:12](=O)([O-])[O-].[K+].[K+].IC.C(Cl)(Cl)Cl. Product: [Cl:1][C:2]1[CH:3]=[CH:4][C:5]2[S:9][C:8](=[O:10])[N:7]([CH3:12])[C:6]=2[CH:11]=1. The catalyst class is: 3. (5) Reactant: [S:1]1[CH2:5][C:4](=[O:6])[NH:3][C:2]1=[O:7].[Br:8][C:9]1[N:14]=[C:13]([CH:15]=O)[CH:12]=[CH:11][CH:10]=1.C(O)(=O)C.N1CCCCC1. Product: [Br:8][C:9]1[N:14]=[C:13](/[CH:15]=[C:5]2/[C:4](=[O:6])[NH:3][C:2](=[O:7])[S:1]/2)[CH:12]=[CH:11][CH:10]=1. The catalyst class is: 11. (6) Reactant: [C:1]([O:5][C:6]([N:8]1[CH2:13][CH2:12][CH2:11][CH:10]([NH2:14])[CH2:9]1)=[O:7])([CH3:4])([CH3:3])[CH3:2].[CH3:15][O:16][C:17]1[CH:31]=[CH:30][CH:29]=[CH:28][C:18]=1[O:19][C:20]1[CH:21]=[C:22]([CH:25]=[CH:26][CH:27]=1)[CH:23]=O.N1C=CC=CC=1.[BH4-].[Na+]. Product: [C:1]([O:5][C:6]([N:8]1[CH2:13][CH2:12][CH2:11][CH:10]([NH:14][CH2:23][C:22]2[CH:25]=[CH:26][CH:27]=[C:20]([O:19][C:18]3[CH:28]=[CH:29][CH:30]=[CH:31][C:17]=3[O:16][CH3:15])[CH:21]=2)[CH2:9]1)=[O:7])([CH3:4])([CH3:2])[CH3:3]. The catalyst class is: 5. (7) Reactant: [NH2:1][C:2]1[N:9]=[CH:8][CH:7]=[C:6]([Cl:10])[C:3]=1[CH:4]=O.[C:11]([C:14]1[C:19]([C:20]([F:23])([F:22])[F:21])=[CH:18][CH:17]=[CH:16][N:15]=1)(=O)[CH3:12].CC([O-])(C)C.[K+]. Product: [Cl:10][C:6]1[CH:7]=[CH:8][N:9]=[C:2]2[C:3]=1[CH:4]=[CH:12][C:11]([C:14]1[C:19]([C:20]([F:23])([F:21])[F:22])=[CH:18][CH:17]=[CH:16][N:15]=1)=[N:1]2. The catalyst class is: 1.